Dataset: Full USPTO retrosynthesis dataset with 1.9M reactions from patents (1976-2016). Task: Predict the reactants needed to synthesize the given product. (1) Given the product [C:12]([C:14]1([CH2:27][CH2:28][O:29][Si:30]([C:33]([CH3:36])([CH3:35])[CH3:34])([CH3:32])[CH3:31])[CH2:19][CH2:18][N:17]([C:20]([O:22][C:23]([CH3:25])([CH3:26])[CH3:24])=[O:21])[CH2:16][CH2:15]1)(=[O:11])[CH3:13], predict the reactants needed to synthesize it. The reactants are: C(Cl)(=O)C(Cl)=O.CS(C)=O.[OH:11][CH:12]([C:14]1([CH2:27][CH2:28][O:29][Si:30]([C:33]([CH3:36])([CH3:35])[CH3:34])([CH3:32])[CH3:31])[CH2:19][CH2:18][N:17]([C:20]([O:22][C:23]([CH3:26])([CH3:25])[CH3:24])=[O:21])[CH2:16][CH2:15]1)[CH3:13].C(N(CC)CC)C. (2) Given the product [CH3:12][CH:8]1[CH2:7][C:5]2[N:6]=[C:2]([NH:1][C:14](=[O:15])[CH3:13])[S:3][C:4]=2[C:10](=[O:11])[CH2:9]1, predict the reactants needed to synthesize it. The reactants are: [NH2:1][C:2]1[S:3][C:4]2[C:10](=[O:11])[CH2:9][CH:8]([CH3:12])[CH2:7][C:5]=2[N:6]=1.[CH3:13][C:14](OC(C)=O)=[O:15]. (3) Given the product [C:32]([C:29]([C:25]1[CH:24]=[C:23]([CH:28]=[CH:27][CH:26]=1)[C:22]([NH:21][C:17]1[CH:18]=[CH:19][CH:20]=[C:15]([O:14][C:9]2[CH:8]=[CH:7][C:5]3[N:6]=[C:2]([NH:1][C:37](=[O:38])[CH2:36][N:51]4[CH2:52][CH2:53][N:48]([CH3:47])[CH2:49][CH2:50]4)[S:3][C:4]=3[C:10]=2[N+:11]([O-:13])=[O:12])[CH:16]=1)=[O:34])([CH3:30])[CH3:31])#[N:33], predict the reactants needed to synthesize it. The reactants are: [NH2:1][C:2]1[S:3][C:4]2[C:10]([N+:11]([O-:13])=[O:12])=[C:9]([O:14][C:15]3[CH:16]=[C:17]([NH:21][C:22](=[O:34])[C:23]4[CH:28]=[CH:27][CH:26]=[C:25]([C:29]([C:32]#[N:33])([CH3:31])[CH3:30])[CH:24]=4)[CH:18]=[CH:19][CH:20]=3)[CH:8]=[CH:7][C:5]=2[N:6]=1.Cl[CH2:36][C:37](Cl)=[O:38].C(N(CC)CC)C.[CH3:47][N:48]1[CH2:53][CH2:52][NH:51][CH2:50][CH2:49]1. (4) Given the product [C:1]([NH:5][C:6]1[C:7](=[N:11][NH:12][C:13]2[CH:18]=[CH:17][CH:16]=[CH:15][CH:14]=2)[C:8]([CH3:9])=[N:40][N:39]=1)([CH3:4])([CH3:3])[CH3:2], predict the reactants needed to synthesize it. The reactants are: [C:1]([NH:5][C:6](=O)[C:7](=[N:11][NH:12][C:13]1[CH:18]=[CH:17][CH:16]=[CH:15][CH:14]=1)[C:8](=O)[CH3:9])([CH3:4])([CH3:3])[CH3:2].NC1C=CC=CC=1.C(NC(=O)CC(C)=O)(C)(C)C.O.[NH2:39][NH2:40].